From a dataset of Full USPTO retrosynthesis dataset with 1.9M reactions from patents (1976-2016). Predict the reactants needed to synthesize the given product. (1) Given the product [F:37][C:34]1[CH:33]=[CH:32][C:31]([N:28]2[C:23]3[CH:24]=[C:25]4[C@:20]([CH2:38][O:39][CH3:40])([CH2:21][C:22]=3[CH:30]=[N:29]2)[CH2:19][N:18]([S:15]([C:12]2[CH:11]=[CH:10][C:9]([N:4]3[CH2:5][CH2:6][C:2]([CH3:7])([CH3:1])[CH2:3]3)=[CH:14][CH:13]=2)(=[O:17])=[O:16])[CH2:27][CH2:26]4)=[CH:36][CH:35]=1, predict the reactants needed to synthesize it. The reactants are: [CH3:1][C:2]1([CH3:7])[CH2:6][CH2:5][NH:4][CH2:3]1.F[C:9]1[CH:14]=[CH:13][C:12]([S:15]([N:18]2[CH2:27][CH2:26][C:25]3[C@:20]([CH2:38][O:39][CH3:40])([CH2:21][C:22]4[CH:30]=[N:29][N:28]([C:31]5[CH:36]=[CH:35][C:34]([F:37])=[CH:33][CH:32]=5)[C:23]=4[CH:24]=3)[CH2:19]2)(=[O:17])=[O:16])=[CH:11][CH:10]=1. (2) Given the product [CH3:19][O:20][C:21]1[CH:26]=[C:25]([O:27][CH3:28])[CH:24]=[CH:23][C:22]=1[CH2:29][NH:30][C:2]1[N:11]=[C:10]([NH:12][NH:13][C:14](=[O:17])[CH2:15][OH:16])[C:9]2[C:4](=[C:5]([CH3:18])[CH:6]=[CH:7][CH:8]=2)[N:3]=1, predict the reactants needed to synthesize it. The reactants are: Cl[C:2]1[N:11]=[C:10]([NH:12][NH:13][C:14](=[O:17])[CH2:15][OH:16])[C:9]2[C:4](=[C:5]([CH3:18])[CH:6]=[CH:7][CH:8]=2)[N:3]=1.[CH3:19][O:20][C:21]1[CH:26]=[C:25]([O:27][CH3:28])[CH:24]=[CH:23][C:22]=1[CH2:29][NH2:30].C(N(C(C)C)CC)(C)C.O. (3) The reactants are: [CH2:1]([O:8][C:9]([CH2:11][CH2:12][CH2:13]OC1C=CC(B(O)O)=CC=1)=[O:10])[C:2]1[CH:7]=[CH:6][CH:5]=[CH:4][CH:3]=1.[B:24]([C:27]1[CH:32]=[CH:31][C:30](CCCC(O)=O)=[CH:29][CH:28]=1)([OH:26])[OH:25].C(Br)C1C=CC=CC=1. Given the product [CH2:1]([O:8][C:9]([CH2:11][CH2:12][CH2:13][C:30]1[CH:31]=[CH:32][C:27]([B:24]([OH:26])[OH:25])=[CH:28][CH:29]=1)=[O:10])[C:2]1[CH:3]=[CH:4][CH:5]=[CH:6][CH:7]=1, predict the reactants needed to synthesize it. (4) Given the product [Br:1][C:2]1[CH:3]=[C:4]([O:14][CH3:15])[C:5]2[N:6]([N:8]=[CH:9][C:10]=2[C:11]#[N:12])[CH:7]=1, predict the reactants needed to synthesize it. The reactants are: [Br:1][C:2]1[CH:3]=[C:4]([O:14][CH3:15])[C:5]2[N:6]([N:8]=[CH:9][C:10]=2[CH:11]=[N:12]O)[CH:7]=1.C(OC(=O)C)(=O)C. (5) Given the product [OH:2][C:3]1[CH:12]=[CH:11][CH:10]=[C:9]2[C:4]=1[CH:5]=[CH:6][C:7]([C:13]([O:15][CH3:17])=[O:14])=[CH:8]2, predict the reactants needed to synthesize it. The reactants are: C[O:2][C:3]1[CH:12]=[CH:11][CH:10]=[C:9]2[C:4]=1[CH:5]=[CH:6][C:7]([C:13]([OH:15])=[O:14])=[CH:8]2.Br.[C:17](O)(=O)C. (6) Given the product [CH2:1]([NH:8][C:9](=[O:43])[C:10](=[O:42])[C@@H:11]([NH:16][C:17](=[O:41])[C@@H:18]([NH:23][C:24](=[O:40])[C@@H:25]([NH:30][C:31](=[O:39])[CH2:32][N:33]1[CH2:38][CH2:37][O:36][CH2:35][CH2:34]1)[C:26]([CH3:28])([CH3:27])[CH3:29])[CH2:19][CH:20]([CH3:21])[CH3:22])[CH2:12][CH2:13][CH2:14][CH3:15])[C:2]1[CH:3]=[CH:4][CH:5]=[CH:6][CH:7]=1, predict the reactants needed to synthesize it. The reactants are: [CH2:1]([NH:8][C:9](=[O:43])[C@@H:10]([OH:42])[CH:11]([NH:16][C:17](=[O:41])[C@@H:18]([NH:23][C:24](=[O:40])[C@@H:25]([NH:30][C:31](=[O:39])[CH2:32][N:33]1[CH2:38][CH2:37][O:36][CH2:35][CH2:34]1)[C:26]([CH3:29])([CH3:28])[CH3:27])[CH2:19][CH:20]([CH3:22])[CH3:21])[CH2:12][CH2:13][CH2:14][CH3:15])[C:2]1[CH:7]=[CH:6][CH:5]=[CH:4][CH:3]=1.CC(OI1(OC(C)=O)(OC(C)=O)OC(=O)C2C=CC=CC1=2)=O.C([O-])(O)=O.[Na+].[O-]S([O-])(=S)=O.[Na+].[Na+].